This data is from NCI-60 drug combinations with 297,098 pairs across 59 cell lines. The task is: Regression. Given two drug SMILES strings and cell line genomic features, predict the synergy score measuring deviation from expected non-interaction effect. (1) Synergy scores: CSS=51.1, Synergy_ZIP=-1.17, Synergy_Bliss=-2.23, Synergy_Loewe=-0.841, Synergy_HSA=1.61. Cell line: SNB-19. Drug 1: CCC1=CC2CC(C3=C(CN(C2)C1)C4=CC=CC=C4N3)(C5=C(C=C6C(=C5)C78CCN9C7C(C=CC9)(C(C(C8N6C)(C(=O)OC)O)OC(=O)C)CC)OC)C(=O)OC.C(C(C(=O)O)O)(C(=O)O)O. Drug 2: C1=C(C(=O)NC(=O)N1)F. (2) Drug 1: CN(C)C1=NC(=NC(=N1)N(C)C)N(C)C. Drug 2: CC1C(C(CC(O1)OC2CC(CC3=C2C(=C4C(=C3O)C(=O)C5=C(C4=O)C(=CC=C5)OC)O)(C(=O)CO)O)N)O.Cl. Cell line: SW-620. Synergy scores: CSS=37.0, Synergy_ZIP=-1.45, Synergy_Bliss=-3.59, Synergy_Loewe=-14.9, Synergy_HSA=-2.98.